Task: Predict which catalyst facilitates the given reaction.. Dataset: Catalyst prediction with 721,799 reactions and 888 catalyst types from USPTO (1) Reactant: [C:1]([C:5]1[C:6]([C:16]([OH:18])=O)=[N:7][O:8][C:9]=1[C:10]1[CH:15]=[CH:14][CH:13]=[CH:12][CH:11]=1)([CH3:4])([CH3:3])[CH3:2].C1C=CC2N(O)N=NC=2C=1.C(N(C(C)C)CC)(C)C.C(Cl)CCl.O/[N:43]=[C:44](/[C:46]1[CH:63]=[CH:62][C:49]([CH2:50][N:51]2[CH2:54][CH:53]([C:55]([O:57][C:58]([CH3:61])([CH3:60])[CH3:59])=[O:56])[CH2:52]2)=[CH:48][CH:47]=1)\[NH2:45]. Product: [C:1]([C:5]1[C:6]([C:16]2[O:18][N:45]=[C:44]([C:46]3[CH:47]=[CH:48][C:49]([CH2:50][N:51]4[CH2:52][CH:53]([C:55]([O:57][C:58]([CH3:59])([CH3:61])[CH3:60])=[O:56])[CH2:54]4)=[CH:62][CH:63]=3)[N:43]=2)=[N:7][O:8][C:9]=1[C:10]1[CH:11]=[CH:12][CH:13]=[CH:14][CH:15]=1)([CH3:2])([CH3:3])[CH3:4]. The catalyst class is: 10. (2) Reactant: B(Br)(Br)[Br:2].[CH2:5]([N:12]1[CH2:17][C@H:16]([CH2:18][O:19]C(C2C=CC=CC=2)(C2C=CC=CC=2)C2C=CC=CC=2)[C@@H:15]([C:39]2[CH:44]=[CH:43][C:42]([O:45]C)=[CH:41][CH:40]=2)[C@H:14]([OH:47])[CH2:13]1)[C:6]1[CH:11]=[CH:10][CH:9]=[CH:8][CH:7]=1. Product: [BrH:2].[CH2:5]([N:12]1[CH2:17][C@H:16]([CH2:18][OH:19])[C@@H:15]([C:39]2[CH:40]=[CH:41][C:42]([OH:45])=[CH:43][CH:44]=2)[C@H:14]([OH:47])[CH2:13]1)[C:6]1[CH:7]=[CH:8][CH:9]=[CH:10][CH:11]=1. The catalyst class is: 4. (3) Reactant: [N:1]1[CH:6]=[CH:5][CH:4]=[CH:3][C:2]=1[CH2:7][O:8][CH2:9][C:10]1[CH:11]=[C:12]([N:16]2[C:20]3[CH:21]=[CH:22][C:23]([CH2:25][OH:26])=[CH:24][C:19]=3[N:18]=[CH:17]2)[CH:13]=[CH:14][CH:15]=1.N#N.CC(OI1(OC(C)=O)(OC(C)=O)OC(=O)C2C=CC=CC1=2)=O. Product: [N:1]1[CH:6]=[CH:5][CH:4]=[CH:3][C:2]=1[CH2:7][O:8][CH2:9][C:10]1[CH:11]=[C:12]([N:16]2[C:20]3[CH:21]=[CH:22][C:23]([CH:25]=[O:26])=[CH:24][C:19]=3[N:18]=[CH:17]2)[CH:13]=[CH:14][CH:15]=1. The catalyst class is: 2. (4) Reactant: [CH:1]1([CH2:7][CH2:8][CH2:9][C@@H:10]([C:19]2[O:23][N:22]=[C:21]([C:24]([N:26]3[CH2:31][CH2:30][N:29]([CH3:32])[CH2:28][CH2:27]3)=[O:25])[N:20]=2)[CH2:11][C:12]([O:14]C(C)(C)C)=[O:13])[CH2:6][CH2:5][CH2:4][CH2:3][CH2:2]1.[F:33][C:34]([F:39])([F:38])[C:35]([OH:37])=[O:36]. Product: [F:33][C:34]([F:39])([F:38])[C:35]([OH:37])=[O:36].[CH:1]1([CH2:7][CH2:8][CH2:9][C@@H:10]([C:19]2[O:23][N:22]=[C:21]([C:24]([N:26]3[CH2:31][CH2:30][N:29]([CH3:32])[CH2:28][CH2:27]3)=[O:25])[N:20]=2)[CH2:11][C:12]([OH:14])=[O:13])[CH2:6][CH2:5][CH2:4][CH2:3][CH2:2]1. The catalyst class is: 4. (5) Reactant: [Cl:1][C:2]1[CH:7]=[CH:6][CH:5]=[CH:4][C:3]=1[C:8]1[C:9]([C:20]([O:22]C)=[O:21])=[N:10][N:11]([C:13]2[CH:18]=[CH:17][N:16]=[C:15]([Cl:19])[CH:14]=2)[CH:12]=1.[OH-].[Na+].C1COCC1. Product: [Cl:1][C:2]1[CH:7]=[CH:6][CH:5]=[CH:4][C:3]=1[C:8]1[C:9]([C:20]([OH:22])=[O:21])=[N:10][N:11]([C:13]2[CH:18]=[CH:17][N:16]=[C:15]([Cl:19])[CH:14]=2)[CH:12]=1. The catalyst class is: 6.